This data is from Reaction yield outcomes from USPTO patents with 853,638 reactions. The task is: Predict the reaction yield, written as a fraction of the theoretical maximum amount of product (1.0 means a 100% yield; for example, 0.34 means a 34% yield). (1) The reactants are FC(F)(F)C(O)=O.[Cl:8][C:9]1[CH:14]=[CH:13][C:12]([C:15](=[O:17])[CH3:16])=[C:11]([NH:18][C:19]2[CH:24]=[CH:23][CH:22]=[CH:21][N:20]=2)[CH:10]=1.[CH:25]([C:27]1[CH:36]=[CH:35][C:30]([C:31]([O:33][CH3:34])=[O:32])=[CH:29][CH:28]=1)=O.C[O-].[Na+].Cl. The catalyst is CO.O. The product is [CH3:34][O:33][C:31](=[O:32])[C:30]1[CH:35]=[CH:36][C:27](/[CH:25]=[CH:16]/[C:15]([C:12]2[CH:13]=[CH:14][C:9]([Cl:8])=[CH:10][C:11]=2[NH:18][C:19]2[CH:24]=[CH:23][CH:22]=[CH:21][N:20]=2)=[O:17])=[CH:28][CH:29]=1. The yield is 0.966. (2) The reactants are [N+:1]([C:4]1[CH:5]=[N:6][NH:7][CH:8]=1)([O-:3])=[O:2].[CH:9]1([CH2:12]Br)[CH2:11][CH2:10]1.C(=O)([O-])[O-].[K+].[K+]. The catalyst is CN(C=O)C.CCOC(C)=O. The product is [CH:9]1([CH2:12][N:6]2[CH:5]=[C:4]([N+:1]([O-:3])=[O:2])[CH:8]=[N:7]2)[CH2:11][CH2:10]1. The yield is 0.900.